From a dataset of Catalyst prediction with 721,799 reactions and 888 catalyst types from USPTO. Predict which catalyst facilitates the given reaction. Reactant: [F:1][C:2]1[CH:9]=[C:8]([CH:10]=C)[CH:7]=[CH:6][C:3]=1[C:4]#[N:5].[O:12]=[O+][O-].[BH4-].[Na+]. Product: [F:1][C:2]1[CH:9]=[C:8]([CH2:10][OH:12])[CH:7]=[CH:6][C:3]=1[C:4]#[N:5]. The catalyst class is: 61.